This data is from Forward reaction prediction with 1.9M reactions from USPTO patents (1976-2016). The task is: Predict the product of the given reaction. (1) Given the reactants [NH2:1][C:2]1[N:7]=[CH:6][C:5]([C:8]#[N:9])=[CH:4][CH:3]=1.[CH3:10][C:11]1[C:15]([CH2:16][O:17][C:18]2[CH:23]=[CH:22][C:21]([S:24](Cl)(=[O:26])=[O:25])=[CH:20][CH:19]=2)=[C:14]([CH3:28])[O:13][N:12]=1, predict the reaction product. The product is: [C:8]([C:5]1[CH:4]=[CH:3][C:2]([NH:1][S:24]([C:21]2[CH:20]=[CH:19][C:18]([O:17][CH2:16][C:15]3[C:11]([CH3:10])=[N:12][O:13][C:14]=3[CH3:28])=[CH:23][CH:22]=2)(=[O:25])=[O:26])=[N:7][CH:6]=1)#[N:9]. (2) Given the reactants Br[C:2]1[CH:3]=[C:4]2[C:8](=[C:9]([C:11]([NH2:13])=[O:12])[CH:10]=1)[NH:7][CH:6]=[C:5]2[CH:14]1[CH2:19][CH2:18][S:17](=[O:21])(=[O:20])[C:16]([CH3:23])([CH3:22])[CH2:15]1.O1[CH2:29][CH2:28]OCC1.C([O-])([O-])=O.[K+].[K+], predict the reaction product. The product is: [CH3:22][C:16]1([CH3:23])[CH2:15][CH:14]([C:5]2[C:4]3[C:8](=[C:9]([C:11]([NH2:13])=[O:12])[CH:10]=[C:2]([C:29]4[CH:28]=[CH:9][CH:10]=[CH:2][CH:3]=4)[CH:3]=3)[NH:7][CH:6]=2)[CH2:19][CH2:18][S:17]1(=[O:21])=[O:20]. (3) Given the reactants [F:1][C:2]1[CH:11]=[C:10]2[C:5]([N:6]=[CH:7][C:8]([CH2:12][C:13]3[CH:14]=[C:15]([CH:20]=[CH:21][N:22]=3)[C:16]([O:18]C)=O)=[N:9]2)=[CH:4][CH:3]=1.[OH-].[Na+].Cl.[NH2:26][CH2:27][C:28]1[CH:29]=[C:30]2[C:35](=[CH:36][CH:37]=1)[C:34]([NH2:38])=[N:33][CH:32]=[CH:31]2.C1C=CC2N(O)N=NC=2C=1.CCN=C=NCCCN(C)C.CCN(CC)CC, predict the reaction product. The product is: [NH2:38][C:34]1[C:35]2[C:30](=[CH:29][C:28]([CH2:27][NH:26][C:16](=[O:18])[C:15]3[CH:20]=[CH:21][N:22]=[C:13]([CH2:12][C:8]4[CH:7]=[N:6][C:5]5[C:10](=[CH:11][C:2]([F:1])=[CH:3][CH:4]=5)[N:9]=4)[CH:14]=3)=[CH:37][CH:36]=2)[CH:31]=[CH:32][N:33]=1. (4) Given the reactants Br[C:2]1[CH:3]=[C:4]([CH:8]([OH:18])[CH2:9][CH2:10][NH:11][C:12](=[O:17])[C:13]([F:16])([F:15])[F:14])[CH:5]=[CH:6][CH:7]=1.[C:19]([C:21]([OH:28])([CH2:25][CH2:26][CH3:27])[CH2:22][CH2:23][CH3:24])#[CH:20], predict the reaction product. The product is: [F:14][C:13]([F:16])([F:15])[C:12]([NH:11][CH2:10][CH2:9][CH:8]([OH:18])[C:4]1[CH:5]=[CH:6][CH:7]=[C:2]([C:20]#[C:19][C:21]([OH:28])([CH2:25][CH2:26][CH3:27])[CH2:22][CH2:23][CH3:24])[CH:3]=1)=[O:17]. (5) Given the reactants [F:1][C:2]1[CH:7]=[C:6](/[N:8]=[CH:9]/[C:10]2[O:11][C:12]([N+:15]([O-:17])=[O:16])=[CH:13][CH:14]=2)[CH:5]=[CH:4][C:3]=1[N:18]1[CH2:23][CH2:22][CH:21]([C:24]2[O:28][C:27](=[O:29])[NH:26][N:25]=2)[CH2:20][CH2:19]1.C([BH3-])#N.[Na+].C(=O)(O)[O-].[Na+], predict the reaction product. The product is: [F:1][C:2]1[CH:7]=[C:6]([NH:8][CH2:9][C:10]2[O:11][C:12]([N+:15]([O-:17])=[O:16])=[CH:13][CH:14]=2)[CH:5]=[CH:4][C:3]=1[N:18]1[CH2:19][CH2:20][CH:21]([C:24]2[O:28][C:27](=[O:29])[NH:26][N:25]=2)[CH2:22][CH2:23]1. (6) Given the reactants [C:1](Cl)(=[O:5])[C:2](Cl)=[O:3].[CH3:7][O:8][C:9]1[CH:14]=[CH:13][C:12]([NH:15][C:16]2[C:17]([NH2:26])=[C:18]3[C:23](=[CH:24][CH:25]=2)[CH:22]=[CH:21][CH:20]=[CH:19]3)=[CH:11][CH:10]=1.C(=O)([O-])O.[Na+], predict the reaction product. The product is: [CH3:7][O:8][C:9]1[CH:14]=[CH:13][C:12]([N:15]2[C:16]3[CH:25]=[CH:24][C:23]4[CH:22]=[CH:21][CH:20]=[CH:19][C:18]=4[C:17]=3[NH:26][C:2](=[O:3])[C:1]2=[O:5])=[CH:11][CH:10]=1. (7) Given the reactants C(OC(NCCCCCO[CH:15]1[CH2:24][CH2:23][C:22]2[C:17](=[CH:18][CH:19]=[CH:20][C:21]=2[CH2:25][CH:26]=[CH2:27])[C:16]1=[O:28])=O)(C)(C)C.[C:29]([O:33][C:34]([NH:36][CH2:37][CH2:38][OH:39])=[O:35])([CH3:32])([CH3:31])[CH3:30], predict the reaction product. The product is: [C:29]([O:33][C:34]([NH:36][CH2:37][CH2:38][O:39][C:20]1[C:21]([CH2:25][CH:26]=[CH2:27])=[C:22]2[C:17](=[CH:18][CH:19]=1)[C:16](=[O:28])[CH2:15][CH2:24][CH2:23]2)=[O:35])([CH3:32])([CH3:31])[CH3:30]. (8) Given the reactants C(N(CC)CC)C.Cl.C(N=C=NCCCN(C)C)C.[F:20][C:21]1[CH:22]=[C:23]2[C:27](=[CH:28][CH:29]=1)[NH:26][CH:25]=[C:24]2[CH:30]1[CH2:35][CH2:34][CH:33]([C:36]([OH:38])=O)[CH2:32][CH2:31]1.[CH3:39][O:40][C:41]1[CH:47]=[CH:46][C:44]([NH2:45])=[CH:43][C:42]=1[N:48]1[CH2:53][CH2:52][N:51]([CH3:54])[CH2:50][CH2:49]1, predict the reaction product. The product is: [CH3:39][O:40][C:41]1[CH:47]=[CH:46][C:44]([NH:45][C:36]([CH:33]2[CH2:32][CH2:31][CH:30]([C:24]3[C:23]4[C:27](=[CH:28][CH:29]=[C:21]([F:20])[CH:22]=4)[NH:26][CH:25]=3)[CH2:35][CH2:34]2)=[O:38])=[CH:43][C:42]=1[N:48]1[CH2:49][CH2:50][N:51]([CH3:54])[CH2:52][CH2:53]1. (9) Given the reactants [CH2:1]([NH:3][C:4]([C:6]1[C:11](=[O:12])[C:10](Br)=[C:9]([CH3:14])[N:8]([CH:15]([C:17]2[CH:22]=[CH:21][C:20]([C:23]#[N:24])=[CH:19][CH:18]=2)[CH3:16])[CH:7]=1)=[O:5])[CH3:2].[F:25][C:26]([F:37])([F:36])[C:27]1[CH:28]=[C:29](B(O)O)[CH:30]=[CH:31][CH:32]=1.C([O-])([O-])=O.[K+].[K+], predict the reaction product. The product is: [CH2:1]([NH:3][C:4]([C:6]1[C:11](=[O:12])[C:10]([C:31]2[CH:30]=[CH:29][CH:28]=[C:27]([C:26]([F:37])([F:36])[F:25])[CH:32]=2)=[C:9]([CH3:14])[N:8]([CH:15]([C:17]2[CH:22]=[CH:21][C:20]([C:23]#[N:24])=[CH:19][CH:18]=2)[CH3:16])[CH:7]=1)=[O:5])[CH3:2].